Dataset: Reaction yield outcomes from USPTO patents with 853,638 reactions. Task: Predict the reaction yield, written as a fraction of the theoretical maximum amount of product (1.0 means a 100% yield; for example, 0.34 means a 34% yield). (1) The reactants are [CH3:1][C:2]1[CH:3]=[C:4]([CH:8]=[C:9]([CH3:11])[CH:10]=1)[C:5]([NH2:7])=O.S(Cl)(Cl)=O.CN(C=O)C.[OH-].[Na+]. The catalyst is C1C=CC=CC=1. The product is [CH3:1][C:2]1[CH:3]=[C:4]([CH:8]=[C:9]([CH3:11])[CH:10]=1)[C:5]#[N:7]. The yield is 0.950. (2) The reactants are [OH-].[Na+].[Cl:3][C:4]1[CH:26]=[C:25]([C:27]([NH:29][CH2:30][C:31]2[CH:36]=[CH:35][CH:34]=[C:33]([O:37]C(C3C=CSC=3)=O)[CH:32]=2)=[O:28])[CH:24]=[C:23]([Cl:45])[C:5]=1[C:6]([NH:8][C@H:9]([C:19]([O:21]C)=[O:20])[CH2:10][NH:11][C:12]([C:14]1[CH:18]=[CH:17][S:16][CH:15]=1)=[O:13])=[O:7].ClC1C=C(C(NCC2C=CC=C(O)C=2)=O)C=C(Cl)C=1C(N[C@H](C(OC)=O)CNC(C1C=CSC=1)=O)=O. The catalyst is CO. The product is [Cl:3][C:4]1[CH:26]=[C:25]([C:27]([NH:29][CH2:30][C:31]2[CH:36]=[CH:35][CH:34]=[C:33]([OH:37])[CH:32]=2)=[O:28])[CH:24]=[C:23]([Cl:45])[C:5]=1[C:6]([NH:8][C@H:9]([C:19]([OH:21])=[O:20])[CH2:10][NH:11][C:12]([C:14]1[CH:18]=[CH:17][S:16][CH:15]=1)=[O:13])=[O:7]. The yield is 0.780.